Task: Regression. Given a peptide amino acid sequence and an MHC pseudo amino acid sequence, predict their binding affinity value. This is MHC class II binding data.. Dataset: Peptide-MHC class II binding affinity with 134,281 pairs from IEDB The peptide sequence is WGNGCGLFGKGSIVA. The MHC is DRB1_0701 with pseudo-sequence DRB1_0701. The binding affinity (normalized) is 0.153.